From a dataset of Full USPTO retrosynthesis dataset with 1.9M reactions from patents (1976-2016). Predict the reactants needed to synthesize the given product. (1) Given the product [F:17][C:12]1[CH:13]=[CH:14][CH:15]=[CH:16][C:11]=1[C:6]1[CH:5]=[C:4]([C:18]2[CH:23]=[CH:22][CH:21]=[CH:20][C:19]=2[F:24])[C:3]([OH:2])=[CH:8][C:7]=1[OH:9], predict the reactants needed to synthesize it. The reactants are: C[O:2][C:3]1[CH:8]=[C:7]([O:9]C)[C:6]([C:11]2[CH:16]=[CH:15][CH:14]=[CH:13][C:12]=2[F:17])=[CH:5][C:4]=1[C:18]1[CH:23]=[CH:22][CH:21]=[CH:20][C:19]=1[F:24].ClCCl.B(Br)(Br)Br.CO. (2) Given the product [CH2:1]([O:8][CH2:9][C@H:10]([OH:33])[C@@H:11]([NH:15][S:16]([C:19]1[CH:24]=[CH:23][C:22]([C:25]2[CH:30]=[CH:29][C:28]([O:31][CH3:32])=[CH:27][CH:26]=2)=[CH:21][CH:20]=1)(=[O:18])=[O:17])[C:12]([OH:14])=[O:13])[C:2]1[CH:7]=[CH:6][CH:5]=[CH:4][CH:3]=1, predict the reactants needed to synthesize it. The reactants are: [CH2:1]([O:8][CH2:9][C@@H:10]([OH:33])[C@@H:11]([NH:15][S:16]([C:19]1[CH:24]=[CH:23][C:22]([C:25]2[CH:30]=[CH:29][C:28]([O:31][CH3:32])=[CH:27][CH:26]=2)=[CH:21][CH:20]=1)(=[O:18])=[O:17])[C:12]([OH:14])=[O:13])[C:2]1[CH:7]=[CH:6][CH:5]=[CH:4][CH:3]=1.N([C@H]([C@H](O)COCC1C=CC=CC=1)C(O)=O)=[N+]=[N-].[Sn](Cl)Cl. (3) Given the product [Br:7][C:5]1[CH:6]=[C:2]([C:22]#[C:21][C:18]2[CH:17]=[CH:16][C:15]([C:12]3[CH:13]=[CH:14][C:9]([Cl:8])=[CH:10][CH:11]=3)=[CH:20][N:19]=2)[S:3][CH:4]=1, predict the reactants needed to synthesize it. The reactants are: Br[C:2]1[S:3][CH:4]=[C:5]([Br:7])[CH:6]=1.[Cl:8][C:9]1[CH:14]=[CH:13][C:12]([C:15]2[CH:16]=[CH:17][C:18]([C:21]#[CH:22])=[N:19][CH:20]=2)=[CH:11][CH:10]=1.BrCl. (4) Given the product [F:1][C:2]1[CH:3]=[C:4]([CH:22]=[CH:23][CH:24]=1)[CH2:5][N:6]1[C:10]2[CH:11]=[CH:12][C:13]3[N:14]([C:15]([CH3:18])=[N:16][N:17]=3)[C:9]=2[CH:8]=[C:7]1[C:19]([NH:28][CH3:25])=[O:21], predict the reactants needed to synthesize it. The reactants are: [F:1][C:2]1[CH:3]=[C:4]([CH:22]=[CH:23][CH:24]=1)[CH2:5][N:6]1[C:10]2[CH:11]=[CH:12][C:13]3[N:14]([C:15]([CH3:18])=[N:16][N:17]=3)[C:9]=2[CH:8]=[C:7]1[C:19]([OH:21])=O.[CH:25]([N:28](CC)C(C)C)(C)C.F[P-](F)(F)(F)(F)F.C[N+](C)=C(N(C)C)ON1C2N=CC=CC=2N=N1.CN.C1COCC1. (5) Given the product [I-:34].[CH2:35]([N+:23]1[CH:22]=[CH:21][CH:20]=[CH:25][CH:24]=1)[CH2:36][CH2:37][CH2:38][CH2:39][CH2:40][CH2:41][CH3:42], predict the reactants needed to synthesize it. The reactants are: C(C1C=C(C=CC2C=C(C)C([C:20]3[C:25](C)=[CH:24][N:23]=[CH:22][C:21]=3C)=C(C)C=2)C=C(C(C)(C)C)C=1O)(C)(C)C.[I:34][CH2:35][CH2:36][CH2:37][CH2:38][CH2:39][CH2:40][CH2:41][CH3:42]. (6) Given the product [NH2:24][C:20]1[N:19]=[CH:18][C:17]([C:15]([N:12]2[CH2:13][CH2:14][N:9]([C:6]3[C:5]([CH3:34])=[CH:4][C:3]([CH2:1][CH3:2])=[CH:8][N:7]=3)[CH2:10][CH2:11]2)=[O:16])=[C:22]([CH3:23])[CH:21]=1, predict the reactants needed to synthesize it. The reactants are: [CH2:1]([C:3]1[CH:4]=[C:5]([CH3:34])[C:6]([N:9]2[CH2:14][CH2:13][N:12]([C:15]([C:17]3[CH:18]=[N:19][C:20]([NH:24]CC4C=CC(OC)=CC=4)=[CH:21][C:22]=3[CH3:23])=[O:16])[CH2:11][CH2:10]2)=[N:7][CH:8]=1)[CH3:2].FC(F)(F)C(O)=O. (7) Given the product [CH2:34]([C:16]1([CH2:13][CH:14]=[CH2:15])[C:32](=[O:33])[N:19]2[CH2:20][CH2:21][N:22]([C:5]([N:52]([C@@H:50]([C:42]3[CH:43]=[C:44]([C:46]([F:47])([F:48])[F:49])[CH:45]=[C:40]([CH:37]([CH3:39])[CH3:38])[CH:41]=3)[CH3:51])[CH3:53])=[O:11])[C@@H:23]([C:24]3[CH:29]=[CH:28][C:27]([F:30])=[CH:26][C:25]=3[CH3:31])[C@@H:18]2[CH2:17]1)[CH:35]=[CH2:36], predict the reactants needed to synthesize it. The reactants are: ClC(Cl)(O[C:5](=[O:11])OC(Cl)(Cl)Cl)Cl.[CH2:13]([C:16]1([CH2:34][CH:35]=[CH2:36])[C:32](=[O:33])[N:19]2[CH2:20][CH2:21][NH:22][C@@H:23]([C:24]3[CH:29]=[CH:28][C:27]([F:30])=[CH:26][C:25]=3[CH3:31])[C@@H:18]2[CH2:17]1)[CH:14]=[CH2:15].[CH:37]([C:40]1[CH:41]=[C:42]([CH:50]([NH:52][CH3:53])[CH3:51])[CH:43]=[C:44]([C:46]([F:49])([F:48])[F:47])[CH:45]=1)([CH3:39])[CH3:38]. (8) The reactants are: [CH3:1][N:2]([CH2:14][C:15]([OH:17])=O)[NH:3][C:4](=[O:13])[NH:5][CH2:6][C:7]1[CH:12]=[CH:11][N:10]=[CH:9][CH:8]=1.[NH2:18][C@@H:19]([CH3:43])[C:20]([N:22]([C@@H:34]([CH3:42])[CH:35]([O:39][CH2:40][CH3:41])[O:36][CH2:37][CH3:38])[CH2:23][C:24]1[C:33]2[C:28](=[CH:29][CH:30]=[CH:31][CH:32]=2)[CH:27]=[CH:26][CH:25]=1)=[O:21]. Given the product [CH2:40]([O:39][CH:35]([O:36][CH2:37][CH3:38])[C@@H:34]([N:22]([CH2:23][C:24]1[C:33]2[C:28](=[CH:29][CH:30]=[CH:31][CH:32]=2)[CH:27]=[CH:26][CH:25]=1)[C:20](=[O:21])[C@@H:19]([NH:18][C:15](=[O:17])[CH2:14][N:2]([CH3:1])[NH:3][C:4]([NH:5][CH2:6][C:7]1[CH:8]=[CH:9][N:10]=[CH:11][CH:12]=1)=[O:13])[CH3:43])[CH3:42])[CH3:41], predict the reactants needed to synthesize it.